The task is: Predict which catalyst facilitates the given reaction.. This data is from Catalyst prediction with 721,799 reactions and 888 catalyst types from USPTO. (1) Reactant: [S:1]1[CH:5]=[CH:4][N:3]=[CH:2]1.C([Li])CCC.[O:11]1[CH2:16][CH2:15][C:14](=[O:17])[CH2:13][CH2:12]1.[I:18]I. Product: [I:18][C:5]1[S:1][C:2]([C:14]2([OH:17])[CH2:15][CH2:16][O:11][CH2:12][CH2:13]2)=[N:3][CH:4]=1. The catalyst class is: 217. (2) Reactant: C(=O)([O-])[O-].[Cs+].[Cs+].[Cl:7][C:8]1[CH:9]=[CH:10][C:11]([C:41]#[N:42])=[C:12]([C:14]2[C:19]([O:20][CH3:21])=[CH:18][N:17]([CH:22]([CH2:38][CH3:39])[C:23]([NH:25][C:26]3[CH:35]=[C:34]([F:36])[C:29]([C:30]([O:32]C)=[O:31])=[C:28]([F:37])[CH:27]=3)=[O:24])[C:16](=[O:40])[CH:15]=2)[CH:13]=1. Product: [Cl:7][C:8]1[CH:9]=[CH:10][C:11]([C:41]#[N:42])=[C:12]([C:14]2[C:19]([O:20][CH3:21])=[CH:18][N:17]([CH:22]([CH2:38][CH3:39])[C:23]([NH:25][C:26]3[CH:35]=[C:34]([F:36])[C:29]([C:30]([OH:32])=[O:31])=[C:28]([F:37])[CH:27]=3)=[O:24])[C:16](=[O:40])[CH:15]=2)[CH:13]=1. The catalyst class is: 24. (3) Reactant: ClC1C(Cl)=CC=CC=1N1CCCN([CH2:16][CH2:17][CH2:18][CH2:19][O:20][C:21]2[CH:30]=[C:29]3[C:24]([CH:25]=[CH:26][C:27](=[O:31])[NH:28]3)=[CH:23][CH:22]=2)CC1.[Na+].[I-].Cl.[CH3:35][O:36][C:37]1[CH:42]=[CH:41][CH:40]=[CH:39][C:38]=1[N:43]1[CH2:48][CH2:47][NH:46][CH2:45][CH2:44]1.[C:49]([O-])([O-])=O.[K+].[K+]. Product: [CH3:35][O:36][C:37]1[CH:42]=[CH:41][CH:40]=[CH:39][C:38]=1[N:43]1[CH2:48][CH2:47][N:46]([CH2:49][CH2:16][CH2:17][CH2:18][CH2:19][O:20][C:21]2[CH:30]=[C:29]3[C:24]([CH2:25][CH2:26][C:27](=[O:31])[NH:28]3)=[CH:23][CH:22]=2)[CH2:45][CH2:44]1. The catalyst class is: 23. (4) Reactant: I[CH:2]([CH3:4])[CH3:3].[I:5][C:6]1[C:14]2[CH:13]=[N:12][CH:11]=[N:10][C:9]=2[NH:8][CH:7]=1.C(=O)([O-])[O-].[Cs+].[Cs+].[Cl-].[NH4+]. Product: [I:5][C:6]1[C:14]2[CH:13]=[N:12][CH:11]=[N:10][C:9]=2[N:8]([CH:2]([CH3:4])[CH3:3])[CH:7]=1. The catalyst class is: 3.